From a dataset of Reaction yield outcomes from USPTO patents with 853,638 reactions. Predict the reaction yield, written as a fraction of the theoretical maximum amount of product (1.0 means a 100% yield; for example, 0.34 means a 34% yield). (1) The reactants are N1C2C=NC=NC=2C=N1.COC1C=CC(C[N:17]2[C:21]3=[N:22][C:23]([NH:26][C:27]4[CH:32]=[CH:31][C:30]([N:33]([S:38]([CH3:41])(=[O:40])=[O:39])[S:34]([CH3:37])(=[O:36])=[O:35])=[CH:29][CH:28]=4)=[N:24][CH:25]=[C:20]3[CH:19]=[N:18]2)=CC=1. The catalyst is C(O)(C(F)(F)F)=O. The product is [NH:17]1[C:21]2=[N:22][C:23]([NH:26][C:27]3[CH:32]=[CH:31][C:30]([N:33]([S:34]([CH3:37])(=[O:35])=[O:36])[S:38]([CH3:41])(=[O:40])=[O:39])=[CH:29][CH:28]=3)=[N:24][CH:25]=[C:20]2[CH:19]=[N:18]1. The yield is 0.960. (2) The catalyst is C1C=CC(/C=C/C(/C=C/C2C=CC=CC=2)=O)=CC=1.C1C=CC(/C=C/C(/C=C/C2C=CC=CC=2)=O)=CC=1.C1C=CC(/C=C/C(/C=C/C2C=CC=CC=2)=O)=CC=1.[Pd].[Pd].O1CCOCC1. The reactants are [CH3:1][O:2][CH2:3][CH:4]([N:6]1[CH2:11][CH2:10][N:9]2[N:12]=[C:13]([NH2:15])[CH:14]=[C:8]2[CH2:7]1)[CH3:5].Br[C:17]1[C:18](=[O:25])[N:19]([CH3:24])[CH:20]=[C:21]([Br:23])[CH:22]=1.C(=O)([O-])[O-].[Cs+].[Cs+].CC1(C)C2C(=C(P(C3C=CC=CC=3)C3C=CC=CC=3)C=CC=2)OC2C(P(C3C=CC=CC=3)C3C=CC=CC=3)=CC=CC1=2. The product is [Br:23][C:21]1[CH:22]=[C:17]([NH:15][C:13]2[CH:14]=[C:8]3[CH2:7][N:6]([CH:4]([CH3:5])[CH2:3][O:2][CH3:1])[CH2:11][CH2:10][N:9]3[N:12]=2)[C:18](=[O:25])[N:19]([CH3:24])[CH:20]=1. The yield is 0.580. (3) The reactants are Cl[CH2:2][CH2:3][CH2:4]/[C:5](=[N:14]\[S@:15]([C:17]([CH3:20])([CH3:19])[CH3:18])=[O:16])/[C:6]1[CH:11]=[CH:10][C:9]([O:12][CH3:13])=[CH:8][CH:7]=1.CC(C[AlH]CC(C)C)C.[Li+].C[Si]([N-][Si](C)(C)C)(C)C. The catalyst is CO. The product is [CH3:18][C:17]([S@@:15]([N:14]1[CH2:2][CH2:3][CH2:4][C@H:5]1[C:6]1[CH:11]=[CH:10][C:9]([O:12][CH3:13])=[CH:8][CH:7]=1)=[O:16])([CH3:20])[CH3:19]. The yield is 0.870. (4) The reactants are C([O:14][C:15]1[C:26]2[C:25](=[O:27])[N:24]([CH2:28][C:29]3[CH:34]=[CH:33][C:32]([F:35])=[CH:31][CH:30]=3)[CH:23](O)[C:22]=2[C:21]([O:37][CH3:38])=[C:20]2[C:16]=1[N:17]=[CH:18][N:19]2[CH2:39]C1C=CC=CC=1)(C1C=CC=CC=1)C1C=CC=CC=1.C([SiH](CC)CC)C.FC(F)(F)C(O)=O. The catalyst is C(Cl)Cl. The product is [F:35][C:32]1[CH:33]=[CH:34][C:29]([CH2:28][N:24]2[C:25](=[O:27])[C:26]3[C:22](=[C:21]([O:37][CH3:38])[C:20]4[N:19]=[CH:39][CH:18]=[N:17][C:16]=4[C:15]=3[OH:14])[CH2:23]2)=[CH:30][CH:31]=1. The yield is 1.00. (5) The reactants are [OH-:1].[Na+:2].CO.[CH:5]1[N:9]=[CH:8][N:7]([CH2:10][C:11]([P:17]([OH:20])([OH:19])=[O:18])([P:13]([OH:16])([OH:15])=[O:14])[OH:12])[CH:6]=1. The catalyst is O. The product is [CH:5]1[N:9]=[CH:8][N:7]([CH2:10][C:11]([P:13]([O-:16])([OH:15])=[O:14])([P:17]([O-:19])([OH:20])=[O:18])[OH:12])[CH:6]=1.[OH2:1].[OH2:12].[OH2:12].[OH2:12].[Na+:2].[Na+:2]. The yield is 0.990.